From a dataset of Blood-brain barrier permeability classification from the B3DB database. Regression/Classification. Given a drug SMILES string, predict its absorption, distribution, metabolism, or excretion properties. Task type varies by dataset: regression for continuous measurements (e.g., permeability, clearance, half-life) or binary classification for categorical outcomes (e.g., BBB penetration, CYP inhibition). Dataset: b3db_classification. (1) The compound is CC1(C)NC(=O)N(c2ccc([N+](=O)[O-])c(C(F)(F)F)c2)C1=O. The result is 0 (does not penetrate BBB). (2) The drug is O=[N+]([O-])OCC(CO[N+](=O)[O-])(CO[N+](=O)[O-])CO[N+](=O)[O-]. The result is 0 (does not penetrate BBB). (3) The molecule is COc1ccc2c3c1OC1C(OC(=O)c4cccnc4)CCC4C(C2)N(C)CCC341. The result is 1 (penetrates BBB). (4) The result is 1 (penetrates BBB). The compound is CCCCCCCCCC(=O)OC1(c2ccc(Br)cc2)CCN(CCCC(=O)c2ccc(F)cc2)CC1.